Dataset: Forward reaction prediction with 1.9M reactions from USPTO patents (1976-2016). Task: Predict the product of the given reaction. (1) Given the reactants [S:1]1[CH:5]=[CH:4][CH:3]=[C:2]1[CH:6]=O.[CH3:8][O:9][CH2:10][CH2:11][NH2:12].[C:13]1(=[O:24])[O:19][C:17](=O)[C:16]2=[CH:20][CH:21]=[CH:22][CH:23]=[C:15]2[CH2:14]1.[F:25][C:26]([F:35])([F:34])[C:27]1[CH:33]=[CH:32][C:30]([NH2:31])=[CH:29][CH:28]=1, predict the reaction product. The product is: [CH3:8][O:9][CH2:10][CH2:11][N:12]1[CH:6]([C:2]2[S:1][CH:5]=[CH:4][CH:3]=2)[CH:14]([C:13]([NH:31][C:30]2[CH:32]=[CH:33][C:27]([C:26]([F:25])([F:34])[F:35])=[CH:28][CH:29]=2)=[O:24])[C:15]2[C:16](=[CH:20][CH:21]=[CH:22][CH:23]=2)[C:17]1=[O:19]. (2) Given the reactants ClC1N=C(C2SC(C(C)C)=NC=2C2C=C(NS(C3C(F)=CC=CC=3F)(=O)=O)C=CC=2)C=CN=1.[Cl:34][C:35]1[N:40]=[C:39]([C:41]2[S:45][C:44]([C:46]([CH3:49])([CH3:48])[CH3:47])=[N:43][C:42]=2[C:50]2[C:51]([F:58])=[C:52]([NH2:57])[CH:53]=[CH:54][C:55]=2[F:56])[CH:38]=[CH:37][N:36]=1.[F:59][C:60]1[CH:61]=[C:62]([S:66](Cl)(=[O:68])=[O:67])[CH:63]=[CH:64][CH:65]=1, predict the reaction product. The product is: [Cl:34][C:35]1[N:40]=[C:39]([C:41]2[S:45][C:44]([C:46]([CH3:49])([CH3:48])[CH3:47])=[N:43][C:42]=2[C:50]2[C:51]([F:58])=[C:52]([NH:57][S:66]([C:62]3[CH:63]=[CH:64][CH:65]=[C:60]([F:59])[CH:61]=3)(=[O:68])=[O:67])[CH:53]=[CH:54][C:55]=2[F:56])[CH:38]=[CH:37][N:36]=1. (3) Given the reactants [CH3:1][O:2][C:3]([C:5]1[C:13]2[N:12]([C:14]3[CH:19]=[CH:18][CH:17]=[CH:16][CH:15]=3)[C:11]([C@@H:20]([NH:22]C(OC(C)(C)C)=O)[CH3:21])=[N:10][C:9]=2[CH:8]=[CH:7][C:6]=1[F:30])=[O:4].Cl.Cl[C:33]1[N:41]=[CH:40][N:39]=[C:38]2[C:34]=1[N:35]=[CH:36][N:37]2[CH:42]1[CH2:47][CH2:46][CH2:45][CH2:44][O:43]1.CCN(C(C)C)C(C)C, predict the reaction product. The product is: [CH3:1][O:2][C:3]([C:5]1[C:13]2[N:12]([C:14]3[CH:15]=[CH:16][CH:17]=[CH:18][CH:19]=3)[C:11]([C@@H:20]([NH:22][C:33]3[N:41]=[CH:40][N:39]=[C:38]4[C:34]=3[N:35]=[CH:36][N:37]4[CH:42]3[CH2:47][CH2:46][CH2:45][CH2:44][O:43]3)[CH3:21])=[N:10][C:9]=2[CH:8]=[CH:7][C:6]=1[F:30])=[O:4].